This data is from Experimentally validated miRNA-target interactions with 360,000+ pairs, plus equal number of negative samples. The task is: Binary Classification. Given a miRNA mature sequence and a target amino acid sequence, predict their likelihood of interaction. (1) Result: 1 (interaction). The miRNA is hsa-miR-615-3p with sequence UCCGAGCCUGGGUCUCCCUCUU. The protein sequence of the target gene is MASKGPSASASPENSSAGGPSGSSNGAGESGGQDSTFECNICLDTAKDAVISLCGHLFCWPCLHQWLETRPNRQVCPVCKAGISRDKVIPLYGRGSTGQQDPREKTPPRPQGQRPEPENRGGFQGFGFGDGGFQMSFGIGAFPFGIFATAFNINDGRPPPAVPGTPQYVDEQFLSRLFLFVALVIMFWLLIA. (2) The miRNA is mmu-miR-7023-3p with sequence UCACCCUGUCUGCGCCCCUCAG. The protein sequence of the target gene is MAIPGRQYGLILPKKTQPLHRVLQKPSVFGSDSDDDETSVSESLQREAAKKQAMKQTKLEIQKALAEDSTVYEYDSVYDEMQKKKEENNPKLLPGKDRKPKYIHNLLKAVEIRKKEQEKRMEKKIQREREMENGEFDDKEAFVTSAYKKKLEERAEEEEREKRAAALEAHLDVTKQKDLSGFYRHLLNQAVGEEAAPKSSFREARTVIKEEKLRGYPDETNSESRPPQQSCVLQRGAQEAEENPDADREFDDESSEDGEKRDHKVKSRGEDTGASMKHPKHHKNRAHSRSSSEERGLGTK.... Result: 0 (no interaction).